This data is from Full USPTO retrosynthesis dataset with 1.9M reactions from patents (1976-2016). The task is: Predict the reactants needed to synthesize the given product. (1) Given the product [F:22][C:5]1[C:6]([NH:8][C:9]2[CH:10]=[CH:11][C:12]3[O:13][C:14]([CH3:21])([CH3:20])[C:15](=[O:19])[NH:16][C:17]=3[N:18]=2)=[N:7][C:2]([NH:28][C:27]2[CH:29]=[C:30]([O:34][CH3:35])[C:31]([O:32][CH3:33])=[C:25]([O:24][CH3:23])[CH:26]=2)=[N:3][CH:4]=1, predict the reactants needed to synthesize it. The reactants are: Cl[C:2]1[N:7]=[C:6]([NH:8][C:9]2[CH:10]=[CH:11][C:12]3[O:13][C:14]([CH3:21])([CH3:20])[C:15](=[O:19])[NH:16][C:17]=3[N:18]=2)[C:5]([F:22])=[CH:4][N:3]=1.[CH3:23][O:24][C:25]1[CH:26]=[C:27]([CH:29]=[C:30]([O:34][CH3:35])[C:31]=1[O:32][CH3:33])[NH2:28].O.[OH-].[Na+]. (2) The reactants are: [C:1]([O:5][C:6]([N:8]1[C@@H:12]([CH3:13])[C@H:11]([F:14])[CH2:10][C@H:9]1[C:15]([OH:17])=O)=[O:7])([CH3:4])([CH3:3])[CH3:2].[Cl:18][C:19]1[C:20]([CH2:35][NH2:36])=[CH:21][C:22]([C:25]2[CH:26]=[N:27][C:28]([C:31]([F:34])([F:33])[F:32])=[N:29][CH:30]=2)=[N:23][CH:24]=1.CCN(C(C)C)C(C)C.CN(C(ON1N=NC2C=CC=NC1=2)=[N+](C)C)C.F[P-](F)(F)(F)(F)F. Given the product [Cl:18][C:19]1[C:20]([CH2:35][NH:36][C:15]([C@H:9]2[N:8]([C:6]([O:5][C:1]([CH3:2])([CH3:3])[CH3:4])=[O:7])[C@@H:12]([CH3:13])[C@H:11]([F:14])[CH2:10]2)=[O:17])=[CH:21][C:22]([C:25]2[CH:30]=[N:29][C:28]([C:31]([F:33])([F:34])[F:32])=[N:27][CH:26]=2)=[N:23][CH:24]=1, predict the reactants needed to synthesize it. (3) The reactants are: [CH3:1][O:2][C:3]1[CH:8]=[CH:7][CH:6]=[CH:5][C:4]=1[N:9]1[C:13](=[O:14])[C:12]([C:15]([O:17]CC)=[O:16])=[CH:11][N:10]1[CH3:20].O1CCCC1.[OH-].[Na+]. Given the product [CH3:1][O:2][C:3]1[CH:8]=[CH:7][CH:6]=[CH:5][C:4]=1[N:9]1[C:13](=[O:14])[C:12]([C:15]([OH:17])=[O:16])=[CH:11][N:10]1[CH3:20], predict the reactants needed to synthesize it. (4) The reactants are: [NH:1]1[CH2:6][CH2:5][C:4]([C:7]2[CH:12]=[CH:11][C:10]([N:13]3[CH2:17][C@H:16]([CH2:18][NH:19][C:20](=[O:22])[CH3:21])[O:15][C:14]3=[O:23])=[CH:9][CH:8]=2)=[CH:3][CH2:2]1.[OH:24][CH:25]([CH2:29][CH2:30][CH2:31][CH2:32][CH2:33][CH2:34][CH2:35][CH3:36])[C:26](O)=[O:27]. Given the product [OH:24][CH:25]([CH2:29][CH2:30][CH2:31][CH2:32][CH2:33][CH2:34][CH2:35][CH3:36])[C:26]([N:1]1[CH2:6][CH2:5][C:4]([C:7]2[CH:12]=[CH:11][C:10]([N:13]3[CH2:17][C@H:16]([CH2:18][NH:19][C:20](=[O:22])[CH3:21])[O:15][C:14]3=[O:23])=[CH:9][CH:8]=2)=[CH:3][CH2:2]1)=[O:27], predict the reactants needed to synthesize it. (5) Given the product [CH2:9]([O:11][C:12]([C:13]1[C:14]([C:15]2[CH:20]=[CH:19][CH:18]=[CH:17][CH:16]=2)=[N:2][N:3]2[CH2:7][CH2:6][CH2:5][C:4]=12)=[O:22])[CH3:10], predict the reactants needed to synthesize it. The reactants are: Cl.[NH2:2][N:3]1[CH2:7][CH2:6][CH2:5][C:4]1=O.[CH2:9]([O:11][C:12](=[O:22])[CH2:13][C:14](=O)[C:15]1[CH:20]=[CH:19][CH:18]=[CH:17][CH:16]=1)[CH3:10].CC[O-].[Na+].Cl. (6) Given the product [C:1]([O:21][CH2:20][CH:19]([CH3:22])[CH:18]([S:17][C:14]1[CH:13]=[CH:12][C:11]([Cl:10])=[CH:16][CH:15]=1)[C:23]1[CH:28]=[C:27]([F:29])[CH:26]=[CH:25][C:24]=1[F:30])(=[O:8])[C:2]1[CH:7]=[CH:6][CH:5]=[CH:4][CH:3]=1, predict the reactants needed to synthesize it. The reactants are: [C:1](Cl)(=[O:8])[C:2]1[CH:7]=[CH:6][CH:5]=[CH:4][CH:3]=1.[Cl:10][C:11]1[CH:16]=[CH:15][C:14]([S:17][CH:18]([C:23]2[CH:28]=[C:27]([F:29])[CH:26]=[CH:25][C:24]=2[F:30])[CH:19]([CH3:22])[CH2:20][OH:21])=[CH:13][CH:12]=1. (7) Given the product [F:3][C:4]1[CH:9]=[C:8]([F:10])[CH:7]=[CH:6][C:5]=1[N:11]1[CH2:12][CH2:13][N:14]([CH2:18][C:19]2[CH:20]=[CH:21][C:22]([CH:25]([NH:27][C:28](=[O:30])[CH3:29])[CH3:26])=[CH:23][CH:24]=2)[CH2:15][CH2:16]1, predict the reactants needed to synthesize it. The reactants are: Cl.Cl.[F:3][C:4]1[CH:9]=[C:8]([F:10])[CH:7]=[CH:6][C:5]=1[N:11]1[CH2:16][CH2:15][NH:14][CH2:13][CH2:12]1.Cl[CH2:18][C:19]1[CH:24]=[CH:23][C:22]([CH:25]([NH:27][C:28](=[O:30])[CH3:29])[CH3:26])=[CH:21][CH:20]=1. (8) Given the product [OH:1][C:2]1[CH:11]=[CH:10][C:9]([N+:12]([O-:14])=[O:13])=[CH:8][C:3]=1[C:4]([NH:16][NH2:17])=[O:5], predict the reactants needed to synthesize it. The reactants are: [OH:1][C:2]1[CH:11]=[CH:10][C:9]([N+:12]([O-:14])=[O:13])=[CH:8][C:3]=1[C:4](OC)=[O:5].O.[NH2:16][NH2:17]. (9) Given the product [F:1][CH:2]([F:13])[O:3][C:4]1[CH:5]=[CH:6][C:7]([CH2:10][CH2:11][OH:12])=[CH:8][CH:9]=1, predict the reactants needed to synthesize it. The reactants are: [F:1][CH:2]([F:13])[O:3][C:4]1[CH:9]=[CH:8][C:7]([CH2:10][CH:11]=[O:12])=[CH:6][CH:5]=1.[BH4-].[Na+].